From a dataset of Peptide-MHC class I binding affinity with 185,985 pairs from IEDB/IMGT. Regression. Given a peptide amino acid sequence and an MHC pseudo amino acid sequence, predict their binding affinity value. This is MHC class I binding data. (1) The peptide sequence is HSSKCNGMY. The MHC is HLA-A02:01 with pseudo-sequence HLA-A02:01. The binding affinity (normalized) is 0.132. (2) The peptide sequence is MQLQLNCAY. The MHC is HLA-A31:01 with pseudo-sequence HLA-A31:01. The binding affinity (normalized) is 0.191. (3) The peptide sequence is MHYKLDEVL. The MHC is HLA-B08:01 with pseudo-sequence HLA-B08:01. The binding affinity (normalized) is 0.0847. (4) The peptide sequence is LLPYPIAGC. The MHC is HLA-A69:01 with pseudo-sequence HLA-A69:01. The binding affinity (normalized) is 0.229.